This data is from Full USPTO retrosynthesis dataset with 1.9M reactions from patents (1976-2016). The task is: Predict the reactants needed to synthesize the given product. (1) Given the product [Cl:51][C:4]1[C:5]2[N:13]3[C:8]([C:9]([C:14]4[C:19]([CH3:20])=[CH:18][C:17]([CH3:21])=[CH:16][C:15]=4[CH3:22])=[CH:10][CH:11]=[CH:12]3)=[CH:7][C:6]=2[N:23]=[C:2]([CH3:1])[CH:3]=1, predict the reactants needed to synthesize it. The reactants are: [CH3:1][C:2]1[CH:3]=[C:4](O)[C:5]2[N:13]3[C:8]([C:9]([C:14]4[C:19]([CH3:20])=[CH:18][C:17]([CH3:21])=[CH:16][C:15]=4[CH3:22])=[CH:10][CH:11]=[CH:12]3)=[CH:7][C:6]=2[N:23]=1.OC1C2N3C(C=CC=C3)=C(C3C(C)=CC(C)=CC=3C)C=2N=C(C)C=1.P(Cl)(Cl)([Cl:51])=O. (2) Given the product [CH3:1][NH:2][CH2:3][CH2:4][O:5][CH2:6][CH2:7][O:8][C:9]1[CH:10]=[CH:11][C:12]([N+:15]([O-:17])=[O:16])=[CH:13][CH:14]=1, predict the reactants needed to synthesize it. The reactants are: [CH3:1][NH:2][C:3](=O)[CH2:4][O:5][CH2:6][CH2:7][O:8][C:9]1[CH:14]=[CH:13][C:12]([N+:15]([O-:17])=[O:16])=[CH:11][CH:10]=1.B.C1COCC1. (3) The reactants are: C(N(CC)CC)C.[CH3:8][C@:9]12[C:15]([CH3:17])([CH3:16])[C@H:12]([CH2:13][CH2:14]1)[CH:11]([C:18](Cl)=[O:19])[C:10]2=O.C(OC([N:29]([CH:37]1[CH2:39][CH2:38]1)[NH:30][C:31]1[CH:36]=[CH:35][CH:34]=[CH:33][CH:32]=1)=O)(C)(C)C.Cl.O1CCOCC1. Given the product [CH:37]1([N:29]2[C:10]3[C@@:9]4([CH3:8])[C:15]([CH3:17])([CH3:16])[C@H:12]([CH2:13][CH2:14]4)[C:11]=3[C:18](=[O:19])[N:30]2[C:31]2[CH:36]=[CH:35][CH:34]=[CH:33][CH:32]=2)[CH2:39][CH2:38]1, predict the reactants needed to synthesize it.